Dataset: Catalyst prediction with 721,799 reactions and 888 catalyst types from USPTO. Task: Predict which catalyst facilitates the given reaction. (1) Reactant: Br[C:2]1[CH:11]=[C:10]([CH:12]([CH:14]2[CH2:19][CH2:18][CH2:17][CH2:16][NH:15]2)[OH:13])[C:9]2[C:4](=[CH:5][CH:6]=[CH:7][CH:8]=2)[N:3]=1.[C:20]([O:24][C:25]([N:27]([CH2:29][C:30]1[CH:35]=[CH:34][C:33](B(O)O)=[CH:32][CH:31]=1)[CH3:28])=[O:26])([CH3:23])([CH3:22])[CH3:21].C([O-])([O-])=O.[Cs+].[Cs+]. Product: [OH:13][CH:12]([CH:14]1[CH2:19][CH2:18][CH2:17][CH2:16][NH:15]1)[C:10]1[C:9]2[C:4](=[CH:5][CH:6]=[CH:7][CH:8]=2)[N:3]=[C:2]([C:33]2[CH:34]=[CH:35][C:30]([CH2:29][N:27]([CH3:28])[C:25](=[O:26])[O:24][C:20]([CH3:21])([CH3:22])[CH3:23])=[CH:31][CH:32]=2)[CH:11]=1. The catalyst class is: 70. (2) Reactant: [CH3:1][O:2][CH2:3][CH2:4][O:5][C:6]1[C:11]([N+:12]([O-:14])=[O:13])=[C:10]([S:15][CH3:16])[CH:9]=[C:8]([CH3:17])[N:7]=1.ClC1C=CC=C(C(OO)=[O:26])C=1.S([O-])([O-])=O.[Na+].[Na+]. Product: [CH3:1][O:2][CH2:3][CH2:4][O:5][C:6]1[C:11]([N+:12]([O-:14])=[O:13])=[C:10]([S:15]([CH3:16])=[O:26])[CH:9]=[C:8]([CH3:17])[N:7]=1. The catalyst class is: 4. (3) Reactant: Cl[C:2]1[C:3]([CH:28]=[O:29])=[C:4]([C:12]2[CH:13]=[CH:14][C:15]([C:18]([NH:20][CH2:21][CH2:22][C:23]([O:25][CH2:26][CH3:27])=[O:24])=[O:19])=[N:16][CH:17]=2)[CH:5]=[C:6]([C:8]([F:11])([F:10])[F:9])[CH:7]=1.[CH3:30]B(O)O. Product: [CH:28]([C:3]1[C:2]([CH3:30])=[CH:7][C:6]([C:8]([F:11])([F:10])[F:9])=[CH:5][C:4]=1[C:12]1[CH:13]=[CH:14][C:15]([C:18]([NH:20][CH2:21][CH2:22][C:23]([O:25][CH2:26][CH3:27])=[O:24])=[O:19])=[N:16][CH:17]=1)=[O:29]. The catalyst class is: 117. (4) Reactant: C(=O)([O-])[O-].[Cs+].[Cs+].[OH:7][C:8]1[CH:13]=[CH:12][C:11]([C:14]2[CH:15]=[C:16]3[C:21](=[CH:22][CH:23]=2)[N:20]=[C:19]([C:24]([O:26][CH2:27][CH3:28])=[O:25])[CH:18]=[CH:17]3)=[C:10]([CH3:29])[CH:9]=1.Cl[CH2:31][C:32]1[C:33]([C:40]2[C:45]([Cl:46])=[CH:44][CH:43]=[CH:42][C:41]=2[Cl:47])=[N:34][O:35][C:36]=1[CH:37]([CH3:39])[CH3:38].O. Product: [Cl:46][C:45]1[CH:44]=[CH:43][CH:42]=[C:41]([Cl:47])[C:40]=1[C:33]1[C:32]([CH2:31][O:7][C:8]2[CH:13]=[CH:12][C:11]([C:14]3[CH:15]=[C:16]4[C:21](=[CH:22][CH:23]=3)[N:20]=[C:19]([C:24]([O:26][CH2:27][CH3:28])=[O:25])[CH:18]=[CH:17]4)=[C:10]([CH3:29])[CH:9]=2)=[C:36]([CH:37]([CH3:39])[CH3:38])[O:35][N:34]=1. The catalyst class is: 9. (5) Reactant: [CH3:1][N:2]1[CH2:7][CH2:6][N:5]([C:8]2[CH:33]=[CH:32][C:11]([C:12]([NH:14][C:15]3[N:16]=[CH:17][N:18]4[C:22]([C:23]([F:26])([F:25])[F:24])=[C:21]([C:27]([O:29]CC)=[O:28])[S:20][C:19]=34)=[O:13])=[CH:10][CH:9]=2)[CH2:4][CH2:3]1.[Li+].[OH-].C(O)(=O)C. Product: [CH3:1][N:2]1[CH2:3][CH2:4][N:5]([C:8]2[CH:9]=[CH:10][C:11]([C:12]([NH:14][C:15]3[N:16]=[CH:17][N:18]4[C:22]([C:23]([F:26])([F:25])[F:24])=[C:21]([C:27]([OH:29])=[O:28])[S:20][C:19]=34)=[O:13])=[CH:32][CH:33]=2)[CH2:6][CH2:7]1. The catalyst class is: 1.